Predict the reactants needed to synthesize the given product. From a dataset of Full USPTO retrosynthesis dataset with 1.9M reactions from patents (1976-2016). (1) Given the product [CH:36]([Si:32]([CH:12]([CH3:13])[CH3:14])([CH2:21][C:20]([O:23][CH2:24][CH3:25])=[O:22])[CH2:33][C:1]([O:3][CH2:4][CH3:5])=[O:2])([CH3:38])[CH3:37], predict the reactants needed to synthesize it. The reactants are: [C:1](=[O:3])=[O:2].[CH3:4][C:5](C)=O.C(N[CH:12]([CH3:14])[CH3:13])(C)C.C([Li])CCC.[C:20]([O:23][CH2:24][CH3:25])(=[O:22])[CH3:21].FC(F)(F)S(O[Si:32](OS(C(F)(F)F)(=O)=O)([CH:36]([CH3:38])[CH3:37])[CH:33](C)C)(=O)=O. (2) Given the product [S:2]([O-:8])([O:1][CH2:6][CH2:5][CH2:4][O:9][C:10]1[CH:11]=[C:12]([C:18](=[O:20])[CH3:19])[CH:13]=[CH:14][C:15]=1[O:16][CH3:17])(=[O:7])=[O:3].[K+:25], predict the reactants needed to synthesize it. The reactants are: [O:1]1[CH2:6][CH2:5][CH2:4][O:3][S:2]1(=[O:8])=[O:7].[OH:9][C:10]1[CH:11]=[C:12]([C:18](=[O:20])[CH3:19])[CH:13]=[CH:14][C:15]=1[O:16][CH3:17].C(=O)([O-])[O-].[K+:25].[K+].